From a dataset of Forward reaction prediction with 1.9M reactions from USPTO patents (1976-2016). Predict the product of the given reaction. (1) The product is: [NH2:1][C:2]1[N:10]=[CH:9][N:8]=[C:7]2[C:3]=1[N:4]=[C:5]([S:17][C:18]1[CH:27]=[CH:26][C:25]3[C:20](=[CH:21][CH:22]=[CH:23][CH:24]=3)[CH:19]=1)[N:6]2[CH2:11][CH2:12][OH:13]. Given the reactants [NH2:1][C:2]1[N:10]=[CH:9][N:8]=[C:7]2[C:3]=1[N:4]=[C:5]([S:17][C:18]1[CH:27]=[CH:26][C:25]3[C:20](=[CH:21][CH:22]=[CH:23][CH:24]=3)[CH:19]=1)[N:6]2[CH2:11][CH2:12][O:13]C(=O)C, predict the reaction product. (2) Given the reactants [C:1]([O:5][C:6]([NH:8][CH2:9][C@H:10]1[CH2:15][CH2:14][C@H:13]([C:16]([NH:18][C@H:19]([C:40](=[O:53])[NH:41][C:42]2[CH:47]=[CH:46][C:45]([C:48]3[N:49]=[N:50][NH:51][N:52]=3)=[CH:44][CH:43]=2)[CH2:20][C:21]2[CH:26]=[CH:25][C:24]([C:27]3[C:32]([O:33][CH3:34])=[CH:31][C:30]([C:35](O)=[O:36])=[CH:29][C:28]=3[O:38][CH3:39])=[CH:23][CH:22]=2)=[O:17])[CH2:12][CH2:11]1)=[O:7])([CH3:4])([CH3:3])[CH3:2].[NH2:54][CH:55]1[CH2:60][CH2:59][N:58]([CH3:61])[CH2:57][CH2:56]1.C(N(CC)C(C)C)(C)C.F[P-](F)(F)(F)(F)F.CN(C(N(C)C)=[N+]1C2C(=NC=CC=2)[N+]([O-])=N1)C.Cl, predict the reaction product. The product is: [CH3:39][O:38][C:28]1[CH:29]=[C:30]([C:35](=[O:36])[NH:54][CH:55]2[CH2:60][CH2:59][N:58]([CH3:61])[CH2:57][CH2:56]2)[CH:31]=[C:32]([O:33][CH3:34])[C:27]=1[C:24]1[CH:23]=[CH:22][C:21]([CH2:20][C@H:19]([NH:18][C:16]([C@H:13]2[CH2:14][CH2:15][C@H:10]([CH2:9][NH:8][C:6](=[O:7])[O:5][C:1]([CH3:2])([CH3:4])[CH3:3])[CH2:11][CH2:12]2)=[O:17])[C:40](=[O:53])[NH:41][C:42]2[CH:43]=[CH:44][C:45]([C:48]3[N:52]=[N:51][NH:50][N:49]=3)=[CH:46][CH:47]=2)=[CH:26][CH:25]=1. (3) Given the reactants [C:1]1([C:7]2[CH2:12][CH2:11][N:10]([C:13]([O:15][C:16]([CH3:19])([CH3:18])[CH3:17])=[O:14])[CH2:9][C:8]=2[C:20](OC)=[O:21])[CH:6]=[CH:5][CH:4]=[CH:3][CH:2]=1.[H-].[H-].[H-].[H-].[Li+].[Al+3], predict the reaction product. The product is: [OH:21][CH2:20][C:8]1[CH2:9][N:10]([C:13]([O:15][C:16]([CH3:17])([CH3:18])[CH3:19])=[O:14])[CH2:11][CH2:12][C:7]=1[C:1]1[CH:2]=[CH:3][CH:4]=[CH:5][CH:6]=1. (4) Given the reactants C[O:2][C:3](=[O:17])[C:4](=[CH:9][CH:10]1[CH2:14][O:13][C:12](C)(C)[O:11]1)[C:5]([O:7][CH3:8])=[O:6].[CH3:18]O, predict the reaction product. The product is: [CH3:8][O:7][C:5]([CH:4]1[C:3](=[O:2])[O:17][CH:10]2[CH2:14][O:13][CH:12]([O:11][CH3:18])[CH:9]12)=[O:6]. (5) Given the reactants [CH3:1][C:2]1([CH3:37])[CH2:7][CH2:6][C:5]([C:8]2[C:13]([NH:14][C:15]([C:17]3[N:18](COCC[Si](C)(C)C)[C:19]([C:22]#[N:23])=[CH:20][N:21]=3)=[O:16])=[CH:12][CH:11]=[C:10]([C:32]([O:34]CC)=[CH2:33])[N:9]=2)=[CH:4][CH2:3]1.CCO.C(O)(C(F)(F)F)=O, predict the reaction product. The product is: [C:32]([C:10]1[N:9]=[C:8]([C:5]2[CH2:6][CH2:7][C:2]([CH3:37])([CH3:1])[CH2:3][CH:4]=2)[C:13]([NH:14][C:15]([C:17]2[NH:18][C:19]([C:22]#[N:23])=[CH:20][N:21]=2)=[O:16])=[CH:12][CH:11]=1)(=[O:34])[CH3:33]. (6) Given the reactants B(O)O.Br[C:5]1[CH:6]=[C:7]([CH:10]=[O:11])[S:8][CH:9]=1.[S:12]1[CH:16]=[CH:15][C:14](B(O)O)=[CH:13]1, predict the reaction product. The product is: [S:8]1[C:7]([CH:10]=[O:11])=[CH:6][C:5]([C:14]2[CH:15]=[CH:16][S:12][CH:13]=2)=[CH:9]1. (7) Given the reactants Br[C:2]1[CH:7]=[CH:6][C:5]([C:8]2[N:9]=[C:10]3[CH:15]=[C:14]([CH3:16])[CH:13]=[CH:12][N:11]3[CH:17]=2)=[CH:4][CH:3]=1.C(N(CC)CC)C.[CH2:25]([OH:29])[CH2:26][C:27]#[CH:28], predict the reaction product. The product is: [OH:29][CH2:25][CH2:26][C:27]#[C:28][C:2]1[CH:7]=[CH:6][C:5]([C:8]2[N:9]=[C:10]3[CH:15]=[C:14]([CH3:16])[CH:13]=[CH:12][N:11]3[CH:17]=2)=[CH:4][CH:3]=1.